From a dataset of Forward reaction prediction with 1.9M reactions from USPTO patents (1976-2016). Predict the product of the given reaction. (1) Given the reactants CS(O)(=O)=O.[NH2:6][CH2:7][C:8]1[CH:9]=[C:10]2[C:14](=[CH:15][CH:16]=1)[C:13](=[O:17])[N:12]([CH:18]1[CH2:23][CH2:22][C:21](=[O:24])[NH:20][C:19]1=[O:25])[CH2:11]2.[Cl:26][C:27]1[CH:28]=[C:29]([CH:33]=[CH:34][CH:35]=1)[C:30](Cl)=[O:31].Cl, predict the reaction product. The product is: [Cl:26][C:27]1[CH:28]=[C:29]([CH:33]=[CH:34][CH:35]=1)[C:30]([NH:6][CH2:7][C:8]1[CH:9]=[C:10]2[C:14](=[CH:15][CH:16]=1)[C:13](=[O:17])[N:12]([CH:18]1[CH2:23][CH2:22][C:21](=[O:24])[NH:20][C:19]1=[O:25])[CH2:11]2)=[O:31]. (2) The product is: [F:31][C:28]([F:29])([F:30])[S:25]([C:22]1[CH:23]=[CH:24][C:19]([NH:18][C:14]2[C:15]3[CH2:16][CH2:17][NH:8][CH2:9][C:10]=3[N:11]=[CH:12][N:13]=2)=[CH:20][CH:21]=1)(=[O:26])=[O:27]. Given the reactants C([N:8]1[CH2:17][CH2:16][C:15]2[C:14]([NH:18][C:19]3[CH:24]=[CH:23][C:22]([S:25]([C:28]([F:31])([F:30])[F:29])(=[O:27])=[O:26])=[CH:21][CH:20]=3)=[N:13][CH:12]=[N:11][C:10]=2[CH2:9]1)C1C=CC=CC=1.ClC(OC(Cl)=O)C.C(N(CC)C(C)C)(C)C, predict the reaction product. (3) Given the reactants [C:1]([C:5]1[CH:10]=[CH:9][C:8]([S:11]([N:14]([CH2:24][C:25](O)=[O:26])[C:15]2[CH:23]=[C:22]3[C:18]([CH:19]=[N:20][NH:21]3)=[CH:17][CH:16]=2)(=[O:13])=[O:12])=[CH:7][CH:6]=1)([CH3:4])([CH3:3])[CH3:2].[CH2:28]([NH:35][CH2:36][CH2:37][OH:38])[C:29]1[CH:34]=[CH:33][CH:32]=[CH:31][CH:30]=1, predict the reaction product. The product is: [CH2:28]([N:35]([CH2:36][CH2:37][OH:38])[C:25](=[O:26])[CH2:24][N:14]([S:11]([C:8]1[CH:7]=[CH:6][C:5]([C:1]([CH3:3])([CH3:4])[CH3:2])=[CH:10][CH:9]=1)(=[O:13])=[O:12])[C:15]1[CH:23]=[C:22]2[C:18]([CH:19]=[N:20][NH:21]2)=[CH:17][CH:16]=1)[C:29]1[CH:34]=[CH:33][CH:32]=[CH:31][CH:30]=1. (4) Given the reactants [CH2:1]([NH:6][C:7](=[O:9])[CH3:8])[CH2:2][CH2:3][CH2:4][CH3:5].CCN(CC)CC.[C:17](O[C:17]([O:19][C:20]([CH3:23])([CH3:22])[CH3:21])=[O:18])([O:19][C:20]([CH3:23])([CH3:22])[CH3:21])=[O:18], predict the reaction product. The product is: [C:7]([N:6]([CH2:1][CH2:2][CH2:3][CH2:4][CH3:5])[C:17](=[O:18])[O:19][C:20]([CH3:23])([CH3:22])[CH3:21])(=[O:9])[CH3:8]. (5) Given the reactants [CH3:1][O:2][C:3](=[O:22])[C@@H:4]([NH:13][C:14]([O:16][CH:17]1[CH2:21][CH2:20][CH2:19][CH2:18]1)=[O:15])[CH2:5][CH2:6][CH2:7][CH2:8][CH2:9][CH2:10][CH:11]=[O:12].CC(=CC)C.[O-:28]Cl=O.[Na+], predict the reaction product. The product is: [CH3:1][O:2][C:3](=[O:22])[C@@H:4]([NH:13][C:14]([O:16][CH:17]1[CH2:21][CH2:20][CH2:19][CH2:18]1)=[O:15])[CH2:5][CH2:6][CH2:7][CH2:8][CH2:9][CH2:10][C:11]([OH:28])=[O:12]. (6) Given the reactants CCCC[N+](CCCC)(CCCC)CCCC.[F-].C([Si]([C:26]#[C:27][C:28]1[C:33]([CH2:34][C:35]([O:37][CH3:38])=[O:36])=[CH:32][CH:31]=[CH:30][N:29]=1)(CC)CC)C.CCOC(C)=O, predict the reaction product. The product is: [C:27]([C:28]1[C:33]([CH2:34][C:35]([O:37][CH3:38])=[O:36])=[CH:32][CH:31]=[CH:30][N:29]=1)#[CH:26].